This data is from Full USPTO retrosynthesis dataset with 1.9M reactions from patents (1976-2016). The task is: Predict the reactants needed to synthesize the given product. (1) Given the product [CH3:30][O:29][C:20]1[CH:21]=[C:22]([C:25]([F:26])([F:28])[F:27])[CH:23]=[CH:24][C:19]=1[C:15]1[C:16]2[C:11](=[CH:10][C:9]([S:44]([Cl:32])(=[O:47])=[O:43])=[CH:18][CH:17]=2)[CH:12]=[N:13][N:14]=1, predict the reactants needed to synthesize it. The reactants are: C(S[C:9]1[CH:10]=[C:11]2[C:16](=[CH:17][CH:18]=1)[C:15]([C:19]1[CH:24]=[CH:23][C:22]([C:25]([F:28])([F:27])[F:26])=[CH:21][C:20]=1[O:29][CH3:30])=[N:14][N:13]=[CH:12]2)C1C=CC=CC=1.O.[Cl:32]N1C(C)(C)C(=O)N(Cl)C1=O.[O-:43][S:44]([O-:47])(=O)=O.[Mg+2]. (2) Given the product [CH3:21][Si:16]1([CH2:15][CH:3]([C:1]#[N:2])[CH2:9][C:10]([O:12][CH2:13][CH3:14])=[O:11])[CH2:20][CH2:19][CH2:18][CH2:17]1, predict the reactants needed to synthesize it. The reactants are: [C:1]([C:3]([CH2:15][Si:16]1([CH3:21])[CH2:20][CH2:19][CH2:18][CH2:17]1)([CH2:9][C:10]([O:12][CH2:13][CH3:14])=[O:11])C(OCC)=O)#[N:2].O.[Br-].[Li+]. (3) Given the product [OH:15][C:16]1[CH:21]=[CH:20][CH:19]=[CH:18][C:17]=1[C:22](=[O:42])[CH2:23][N:24]1[C:33](=[O:34])[C:32]2[N:31]([CH2:35][CH:36]=[C:37]([CH3:38])[CH3:39])[C:30]([N:11]3[CH2:12][CH2:13][CH2:14][CH:9]([NH:8][C:6]([O:5][C:1]([CH3:4])([CH3:2])[CH3:3])=[O:7])[CH2:10]3)=[N:29][C:28]=2[N:27]([CH3:41])[C:25]1=[O:26], predict the reactants needed to synthesize it. The reactants are: [C:1]([O:5][C:6]([NH:8][CH:9]1[CH2:14][CH2:13][CH2:12][NH:11][CH2:10]1)=[O:7])([CH3:4])([CH3:3])[CH3:2].[OH:15][C:16]1[CH:21]=[CH:20][CH:19]=[CH:18][C:17]=1[C:22](=[O:42])[CH2:23][N:24]1[C:33](=[O:34])[C:32]2[N:31]([CH2:35][CH:36]=[C:37]([CH3:39])[CH3:38])[C:30](Cl)=[N:29][C:28]=2[N:27]([CH3:41])[C:25]1=[O:26].C(=O)([O-])[O-].[Na+].[Na+].O. (4) Given the product [Br:1][CH:45]([CH3:46])[C:44]([C:41]1[S:40][C:39]2[CH:38]=[CH:37][C:36]([Cl:48])=[C:35]([Cl:34])[C:43]=2[CH:42]=1)=[O:47], predict the reactants needed to synthesize it. The reactants are: [Br-:1].[Br-].[Br-].C1([N+](C)(C)C)C=CC=CC=1.C1([N+](C)(C)C)C=CC=CC=1.C1([N+](C)(C)C)C=CC=CC=1.[Cl:34][C:35]1[C:43]2[CH:42]=[C:41]([C:44](=[O:47])[CH2:45][CH3:46])[S:40][C:39]=2[CH:38]=[CH:37][C:36]=1[Cl:48]. (5) Given the product [CH2:5]([O:7][CH:8]([O:10][CH2:11][C@H:12]1[CH2:13][CH2:14][C:15](=[O:17])[N:16]1[CH2:19][CH2:20][CH2:21][CH2:22][CH2:23][CH2:24][C:25]([O:27][CH3:28])=[O:26])[CH3:9])[CH3:6], predict the reactants needed to synthesize it. The reactants are: [H-].[Na+].[I-].[Na+].[CH2:5]([O:7][CH:8]([O:10][CH2:11][C@@H:12]1[NH:16][C:15](=[O:17])[CH2:14][CH2:13]1)[CH3:9])[CH3:6].Br[CH2:19][CH2:20][CH2:21][CH2:22][CH2:23][CH2:24][C:25]([O:27][CH3:28])=[O:26].Cl.